From a dataset of Peptide-MHC class I binding affinity with 185,985 pairs from IEDB/IMGT. Regression. Given a peptide amino acid sequence and an MHC pseudo amino acid sequence, predict their binding affinity value. This is MHC class I binding data. (1) The peptide sequence is VLRTKITSL. The MHC is HLA-B08:01 with pseudo-sequence HLA-B08:01. The binding affinity (normalized) is 1.00. (2) The peptide sequence is SMFERDFHF. The MHC is HLA-C06:02 with pseudo-sequence HLA-C06:02. The binding affinity (normalized) is 0.311.